This data is from Full USPTO retrosynthesis dataset with 1.9M reactions from patents (1976-2016). The task is: Predict the reactants needed to synthesize the given product. Given the product [Cl:1][C:2]1[CH:3]=[N:4][C:5]2[N:6]([N:8]=[C:9]([C:11]([N:23]3[CH2:22][CH:21]=[C:20]([C:16]4[CH:15]=[C:14]([CH3:26])[CH:19]=[CH:18][CH:17]=4)[CH2:25][CH2:24]3)=[O:13])[CH:10]=2)[CH:7]=1, predict the reactants needed to synthesize it. The reactants are: [Cl:1][C:2]1[CH:3]=[N:4][C:5]2[N:6]([N:8]=[C:9]([C:11]([OH:13])=O)[CH:10]=2)[CH:7]=1.[C:14]1([CH3:26])[CH:19]=[CH:18][CH:17]=[C:16]([C:20]2[CH2:21][CH2:22][NH:23][CH2:24][CH:25]=2)[CH:15]=1.